Task: Predict the reaction yield, written as a fraction of the theoretical maximum amount of product (1.0 means a 100% yield; for example, 0.34 means a 34% yield).. Dataset: Reaction yield outcomes from USPTO patents with 853,638 reactions The reactants are [CH:1]([OH:3])=O.C(OC(=O)C)(=O)C.[F:11][C:12]1[CH:13]=[C:14]2[C:19](=[CH:20][CH:21]=1)[NH:18][CH:17]([CH3:22])[CH2:16][CH2:15]2. No catalyst specified. The product is [F:11][C:12]1[CH:13]=[C:14]2[C:19](=[CH:20][CH:21]=1)[N:18]([CH:1]=[O:3])[CH:17]([CH3:22])[CH2:16][CH2:15]2. The yield is 1.03.